From a dataset of Catalyst prediction with 721,799 reactions and 888 catalyst types from USPTO. Predict which catalyst facilitates the given reaction. Reactant: C([O:4][C:5]1[CH:29]=[CH:28][C:8]([C:9]2[CH:10]([O:23][CH2:24][CH2:25][CH2:26][Br:27])[O:11][C:12]3[C:17]([CH:18]=2)=[CH:16][CH:15]=[C:14]([O:19]C(=O)C)[CH:13]=3)=[CH:7][CH:6]=1)(=O)C.[OH-].[Na+].CO. Product: [Br:27][CH2:26][CH2:25][CH2:24][O:23][CH:10]1[C:9]([C:8]2[CH:7]=[CH:6][C:5]([OH:4])=[CH:29][CH:28]=2)=[CH:18][C:17]2[C:12](=[CH:13][C:14]([OH:19])=[CH:15][CH:16]=2)[O:11]1. The catalyst class is: 1.